From a dataset of Catalyst prediction with 721,799 reactions and 888 catalyst types from USPTO. Predict which catalyst facilitates the given reaction. (1) Reactant: [C:1]([C:5]1[CH:9]=[C:8]([NH:10][C:11]([NH:13][C:14]2[CH:19]=[CH:18][CH:17]=[C:16]([Cl:20])[C:15]=2[Cl:21])=[O:12])[N:7]([C:22]2[CH:27]=[CH:26][CH:25]=[C:24]([CH2:28][CH2:29][NH:30]C(=O)C(F)(F)F)[CH:23]=2)[N:6]=1)([CH3:4])([CH3:3])[CH3:2].C([O-])([O-])=O.[K+].[K+]. Product: [NH2:30][CH2:29][CH2:28][C:24]1[CH:23]=[C:22]([N:7]2[C:8]([NH:10][C:11]([NH:13][C:14]3[CH:19]=[CH:18][CH:17]=[C:16]([Cl:20])[C:15]=3[Cl:21])=[O:12])=[CH:9][C:5]([C:1]([CH3:4])([CH3:3])[CH3:2])=[N:6]2)[CH:27]=[CH:26][CH:25]=1. The catalyst class is: 24. (2) The catalyst class is: 6. Product: [NH2:17][C:11]1[C:10]2[C:14](=[CH:15][CH:16]=[C:8]([F:7])[C:9]=2[O:18][CH3:19])[N:13]([CH2:21][C:22]2[CH:23]=[C:24]([CH:27]=[CH:28][CH:29]=2)[C:25]#[N:26])[N:12]=1. Reactant: [OH-].[K+].CS(C)=O.[F:7][C:8]1[C:9]([O:18][CH3:19])=[C:10]2[C:14](=[CH:15][CH:16]=1)[NH:13][N:12]=[C:11]2[NH2:17].Cl[CH2:21][C:22]1[CH:23]=[C:24]([CH:27]=[CH:28][CH:29]=1)[C:25]#[N:26]. (3) Reactant: [C:1](=[O:8])([O:3][C:4]([CH3:7])([CH3:6])[CH3:5])[NH2:2].C([Li])CCC.[C:14](Cl)(=[O:18])/[CH:15]=[CH:16]/[CH3:17].C([O-])(O)=O.[Na+]. Product: [C:14]([NH:2][C:1](=[O:8])[O:3][C:4]([CH3:7])([CH3:6])[CH3:5])(=[O:18])/[CH:15]=[CH:16]/[CH3:17]. The catalyst class is: 30. (4) Reactant: [Cl:1][C:2]1[N:7]2[CH:8]=[CH:9][N:10]=[C:6]2[C:5]([O:11][CH2:12][C@@H:13]2CCCN(C(OC(C)(C)C)=O)[CH2:14]2)=[N:4][C:3]=1[C:26]1[CH:31]=[CH:30][C:29]([C:32]#[N:33])=[CH:28][CH:27]=1.FC(F)(F)C(O)=O.[N:41]12[CH2:51][CH2:50][CH2:49][N:48]=[C:47]1CC[CH2:44][CH2:43][CH2:42]2.C(#N)C=C. Product: [Cl:1][C:2]1[N:7]2[CH:8]=[CH:9][N:10]=[C:6]2[C:5]([O:11][CH2:12][CH2:13][C@H:14]2[CH2:44][CH2:43][CH2:42][N:41]([CH2:51][CH2:50][C:49]#[N:48])[CH2:47]2)=[N:4][C:3]=1[C:26]1[CH:31]=[CH:30][C:29]([C:32]#[N:33])=[CH:28][CH:27]=1. The catalyst class is: 2.